From a dataset of Forward reaction prediction with 1.9M reactions from USPTO patents (1976-2016). Predict the product of the given reaction. (1) Given the reactants [ClH:1].[N+:2]([C:5]1[CH:10]=[CH:9][CH:8]=[CH:7][C:6]=1[C:11](=[NH:13])[NH2:12])([O-])=O.[H][H], predict the reaction product. The product is: [ClH:1].[NH2:2][C:5]1[CH:10]=[CH:9][CH:8]=[CH:7][C:6]=1[C:11](=[NH:12])[NH2:13]. (2) Given the reactants [B:1]([C:4]1[CH:5]=[C:6]([CH:10]=[CH:11][CH:12]=1)[C:7]([OH:9])=O)([OH:3])[OH:2].CCN=C=NCCCN(C)C.[NH2:24][CH2:25][CH2:26][CH2:27][NH:28][C:29](=[O:55])[CH2:30][C@@H:31]1[N:37]=[C:36]([C:38]2[CH:43]=[CH:42][C:41]([Cl:44])=[CH:40][CH:39]=2)[C:35]2[CH:45]=[C:46]([O:49][CH3:50])[CH:47]=[CH:48][C:34]=2[N:33]2[C:51]([CH3:54])=[N:52][N:53]=[C:32]12, predict the reaction product. The product is: [Cl:44][C:41]1[CH:42]=[CH:43][C:38]([C:36]2[C:35]3[CH:45]=[C:46]([O:49][CH3:50])[CH:47]=[CH:48][C:34]=3[N:33]3[C:51]([CH3:54])=[N:52][N:53]=[C:32]3[C@H:31]([CH2:30][C:29]([NH:28][CH2:27][CH2:26][CH2:25][NH:24][C:7]([C:6]3[CH:5]=[C:4]([B:1]([OH:2])[OH:3])[CH:12]=[CH:11][CH:10]=3)=[O:9])=[O:55])[N:37]=2)=[CH:39][CH:40]=1. (3) The product is: [CH:7]1[C:8]2[C:10]3[C:11](=[CH:11][CH:10]=[CH:8][CH:7]=3)[C:9]3[C:9](=[CH:6][CH:5]=[CH:4][CH:3]=3)[C:3]=2[CH:4]=[CH:5][CH:6]=1. Given the reactants [F-].[Cs+].[C:3]1([CH3:9])[CH:8]=[CH:7][CH:6]=[CH:5][CH:4]=1.[C:10](#N)[CH3:11], predict the reaction product. (4) Given the reactants [C:1]([O:7][CH2:8][N:9]1[C:13]2[N:14]=[CH:15][N:16]=[C:17]([C:18]3[CH:19]=[N:20][N:21](C(OCC)C)[CH:22]=3)[C:12]=2[CH:11]=[CH:10]1)(=[O:6])[C:2]([CH3:5])([CH3:4])[CH3:3].O1CCCC1.Cl.[OH-].[Na+], predict the reaction product. The product is: [C:1]([O:7][CH2:8][N:9]1[C:13]2[N:14]=[CH:15][N:16]=[C:17]([C:18]3[CH:19]=[N:20][NH:21][CH:22]=3)[C:12]=2[CH:11]=[CH:10]1)(=[O:6])[C:2]([CH3:5])([CH3:4])[CH3:3]. (5) The product is: [C:1]([O:5][C:6](=[O:34])[NH:7][C@@H:8]1[CH2:17][C@H:11]2[CH2:12][N:13](/[C:15](=[N:36]/[OH:37])/[NH2:16])[CH2:14][C@@:10]2([C:18]([N:20]2[CH2:29][CH2:28][C:27]3[N:26]=[CH:25][C:24]([C:30]([F:32])([F:33])[F:31])=[CH:23][C:22]=3[CH2:21]2)=[O:19])[CH2:9]1)([CH3:4])([CH3:2])[CH3:3]. Given the reactants [C:1]([O:5][C:6](=[O:34])[NH:7][C@@H:8]1[CH2:17][C@H:11]2[CH2:12][N:13]([C:15]#[N:16])[CH2:14][C@@:10]2([C:18]([N:20]2[CH2:29][CH2:28][C:27]3[N:26]=[CH:25][C:24]([C:30]([F:33])([F:32])[F:31])=[CH:23][C:22]=3[CH2:21]2)=[O:19])[CH2:9]1)([CH3:4])([CH3:3])[CH3:2].Cl.[NH2:36][OH:37], predict the reaction product. (6) The product is: [CH3:1][C:2]1[NH:3][C:4]2[C:9]([C:10]=1[C:13]1[O:14][C:15]3[CH:23]=[CH:22][CH:21]=[CH:20][C:16]=3[N:17]=1)=[CH:8][C:7]([CH3:11])=[CH:6][CH:5]=2. Given the reactants [CH3:1][C:2]1[NH:3][C:4]2[C:9]([CH:10]=1)=[CH:8][C:7]([CH3:11])=[CH:6][CH:5]=2.Cl[C:13]1[O:14][CH:15]=[CH:16][N:17]=1.CN1[C:23](=O)[CH2:22][CH2:21][CH2:20]1.O, predict the reaction product. (7) Given the reactants [I:1][C:2]1[CH:3]=[C:4]([OH:8])[CH:5]=[CH:6][CH:7]=1.N(C(OC(C)C)=O)=NC(OC(C)C)=O.C1(P(C2C=CC=CC=2)C2C=CC=CC=2)C=CC=CC=1.[CH3:42][S:43][CH2:44][CH2:45]O, predict the reaction product. The product is: [I:1][C:2]1[CH:3]=[C:4]([CH:5]=[CH:6][CH:7]=1)[O:8][CH2:45][CH2:44][S:43][CH3:42]. (8) Given the reactants [CH3:1][NH:2][S:3]([C:6]1[CH:11]=[CH:10][C:9]([CH2:12][C:13]([OH:15])=O)=[CH:8][CH:7]=1)(=[O:5])=[O:4].[CH3:16][O:17][C:18]1[CH:27]=[CH:26][C:25]([N:28]2[CH2:33][CH2:32][N:31]([CH3:34])[CH2:30][CH2:29]2)=[C:24]2[C:19]=1[CH2:20][CH2:21][NH:22][CH2:23]2.CN(C(ON1N=NC2C=CC=NC1=2)=[N+](C)C)C.F[P-](F)(F)(F)(F)F, predict the reaction product. The product is: [CH3:16][O:17][C:18]1[CH:27]=[CH:26][C:25]([N:28]2[CH2:29][CH2:30][N:31]([CH3:34])[CH2:32][CH2:33]2)=[C:24]2[C:19]=1[CH2:20][CH2:21][N:22]([C:13](=[O:15])[CH2:12][C:9]1[CH:8]=[CH:7][C:6]([S:3]([NH:2][CH3:1])(=[O:4])=[O:5])=[CH:11][CH:10]=1)[CH2:23]2. (9) Given the reactants FC(F)(F)S(O[C:7]1[C:8]2[CH2:28][N:27]([C:29](=[O:31])[CH3:30])[CH2:26][CH2:25][C:9]=2[N:10]=[C:11]([NH:13][C:14]2[CH:19]=[CH:18][C:17]([C:20]3[O:24][CH:23]=[N:22][CH:21]=3)=[CH:16][CH:15]=2)[N:12]=1)(=O)=O.C(O[C:38](=[O:40])[CH3:39])(=O)C, predict the reaction product. The product is: [OH:40][CH2:38][CH2:39][N:13]([C:14]1[CH:19]=[CH:18][CH:17]=[CH:16][CH:15]=1)[C:7]1[C:8]2[CH2:28][N:27]([C:29](=[O:31])[CH3:30])[CH2:26][CH2:25][C:9]=2[N:10]=[C:11]([NH:13][C:14]2[CH:19]=[CH:18][C:17]([C:20]3[O:24][CH:23]=[N:22][CH:21]=3)=[CH:16][CH:15]=2)[N:12]=1.